This data is from Reaction yield outcomes from USPTO patents with 853,638 reactions. The task is: Predict the reaction yield, written as a fraction of the theoretical maximum amount of product (1.0 means a 100% yield; for example, 0.34 means a 34% yield). (1) The reactants are Cl[C:2]1[C:7]([C:8]([F:11])([F:10])[F:9])=[CH:6][N:5]=[C:4]([N:12]2[CH2:17][CH2:16][N:15]3[C:18]4[CH:24]=[C:23]([S:25]([CH3:28])(=[O:27])=[O:26])[C:22]([C:29]([O:31][CH3:32])=[O:30])=[CH:21][C:19]=4[N:20]=[C:14]3[C@H:13]2[CH:33]([CH3:35])[CH3:34])[N:3]=1.[C:36]([O-])(O)=[O:37].[Na+]. The catalyst is CO. The product is [CH:33]([C@H:13]1[N:12]([C:4]2[N:3]=[C:2]([O:37][CH3:36])[C:7]([C:8]([F:11])([F:10])[F:9])=[CH:6][N:5]=2)[CH2:17][CH2:16][N:15]2[C:18]3[CH:24]=[C:23]([S:25]([CH3:28])(=[O:27])=[O:26])[C:22]([C:29]([O:31][CH3:32])=[O:30])=[CH:21][C:19]=3[N:20]=[C:14]12)([CH3:35])[CH3:34]. The yield is 0.872. (2) The reactants are [CH2:1](I)[CH3:2].[Br:4][C:5]1[CH:10]=[CH:9][C:8]([CH2:11][C@H:12]([OH:17])[C:13]([O:15][CH3:16])=[O:14])=[CH:7][CH:6]=1. The catalyst is C(OC(C)C)(C)C.[Ag-]=O.[Ag]=O. The product is [Br:4][C:5]1[CH:6]=[CH:7][C:8]([CH2:11][C@H:12]([O:17][CH2:1][CH3:2])[C:13]([O:15][CH3:16])=[O:14])=[CH:9][CH:10]=1. The yield is 0.790. (3) The reactants are F[C:2]1[C:9]([F:10])=[CH:8][CH:7]=[C:6]([O:11][CH3:12])[C:3]=1[C:4]#[N:5].[OH2:13].[NH2:14][NH2:15].CC(C)=O.[C:20]1(=O)O[C:23](=[O:24])[C:22]2=[CH:26][CH:27]=[CH:28][CH:29]=[C:21]12. The catalyst is CN1CCCC1=O.O1CCOCC1. The product is [F:10][C:9]1[CH:8]=[CH:7][C:6]([O:11][CH3:12])=[C:3]2[C:2]=1[NH:15][N:14]=[C:4]2[N:5]1[C:20](=[O:13])[C:21]2[C:22](=[CH:26][CH:27]=[CH:28][CH:29]=2)[C:23]1=[O:24]. The yield is 0.470. (4) The reactants are Cl.[Cl:2][CH2:3][CH2:4][NH:5][CH2:6][CH2:7][Cl:8].C(N(CC)C(C)C)(C)C.[C:18](O[C:18]([O:20][C:21]([CH3:24])([CH3:23])[CH3:22])=[O:19])([O:20][C:21]([CH3:24])([CH3:23])[CH3:22])=[O:19]. The catalyst is ClCCl.CN(C)C1C=CN=CC=1. The product is [C:21]([O:20][C:18](=[O:19])[N:5]([CH2:6][CH2:7][Cl:8])[CH2:4][CH2:3][Cl:2])([CH3:24])([CH3:23])[CH3:22]. The yield is 0.210. (5) The reactants are [Li+].[Cl-].P([CH2:11][C:12]#[N:13])(OCC)(OCC)=O.C1CCN2C(=NCCC2)CC1.[C:25]([O:29][C:30](=[O:42])[NH:31][C@H:32]([CH2:35][C:36]1[CH:41]=[CH:40][CH:39]=[CH:38][CH:37]=1)[CH:33]=O)([CH3:28])([CH3:27])[CH3:26]. The catalyst is C(#N)C. The product is [C:25]([O:29][C:30](=[O:42])[NH:31][C@@H:32](/[CH:33]=[CH:11]/[C:12]#[N:13])[CH2:35][C:36]1[CH:37]=[CH:38][CH:39]=[CH:40][CH:41]=1)([CH3:28])([CH3:26])[CH3:27]. The yield is 0.770. (6) The reactants are [F:1][C:2]1[CH:16]=[C:15]([F:17])[CH:14]=[CH:13][C:3]=1[CH2:4][O:5][C:6]1[CH:11]=[CH:10][NH:9][C:8](=[O:12])[CH:7]=1.Br[C:19]1[CH:20]=[CH:21][C:22]2[C:26]3[CH2:27][N:28](C(OC(C)(C)C)=O)[CH2:29][CH2:30][CH2:31][C:25]=3[N:24]([CH3:39])[C:23]=2[N:40]=1.OC1C=CC=C2C=1N=CC=C2.C([O-])([O-])=O.[Cs+].[Cs+].[ClH:58]. The catalyst is CS(C)=O.CCOCC.C(Cl)Cl.[Cu]I. The product is [ClH:58].[F:1][C:2]1[CH:16]=[C:15]([F:17])[CH:14]=[CH:13][C:3]=1[CH2:4][O:5][C:6]1[CH:11]=[CH:10][N:9]([C:19]2[CH:20]=[CH:21][C:22]3[C:26]4[CH2:27][NH:28][CH2:29][CH2:30][CH2:31][C:25]=4[N:24]([CH3:39])[C:23]=3[N:40]=2)[C:8](=[O:12])[CH:7]=1. The yield is 0.350.